This data is from Catalyst prediction with 721,799 reactions and 888 catalyst types from USPTO. The task is: Predict which catalyst facilitates the given reaction. (1) Reactant: [C:1]([C:3]1[CH:8]=[CH:7][C:6]([N+:9]([O-:11])=[O:10])=[C:5](F)[CH:4]=1)#[N:2].Cl.Cl.[O:15]1[CH2:20][CH2:19][CH:18]([N:21]2[CH2:26][CH2:25][CH:24]([NH2:27])[CH2:23][CH2:22]2)[CH2:17][CH2:16]1.C(N(C(C)C)CC)(C)C.CN(C)C=O. Product: [N+:9]([C:6]1[CH:7]=[CH:8][C:3]([C:1]#[N:2])=[CH:4][C:5]=1[NH:27][CH:24]1[CH2:23][CH2:22][N:21]([CH:18]2[CH2:19][CH2:20][O:15][CH2:16][CH2:17]2)[CH2:26][CH2:25]1)([O-:11])=[O:10]. The catalyst class is: 6. (2) Reactant: CO[C:3](=[O:23])[C:4]1[CH:9]=[CH:8][CH:7]=[CH:6][C:5]=1[NH:10][C:11](=[O:22])[CH:12]([C:14]1[CH:19]=[CH:18][C:17]([O:20][CH3:21])=[CH:16][CH:15]=1)[CH3:13].[Li+].C[Si]([N-][Si](C)(C)C)(C)C.CCCCCC. Product: [CH3:21][O:20][C:17]1[CH:16]=[CH:15][C:14]([C:12]2([CH3:13])[C:3](=[O:23])[C:4]3[C:5](=[CH:6][CH:7]=[CH:8][CH:9]=3)[NH:10][C:11]2=[O:22])=[CH:19][CH:18]=1. The catalyst class is: 25. (3) Reactant: Br[C:2]1[N:7]=[C:6]([CH:8]=O)[CH:5]=[CH:4][CH:3]=1.[Li][CH2:11][CH2:12][CH2:13][CH3:14].[CH2:15]([Mg]Cl)[CH2:16][CH2:17][CH3:18].Br[C:22]1C=[CH:26][CH:25]=[C:24](Br)[N:23]=1.[CH3:29][N:30](C=O)[CH3:31].C(O)(=O)CC(CC(O)=O)(C(O)=O)O. Product: [N:23]1([CH2:24][CH2:25][C:26]#[C:8][C:6]2[CH:5]=[CH:4][CH:3]=[C:2]([CH2:29][N:30]3[CH2:31][CH2:18][CH2:17][CH2:16][CH2:15]3)[N:7]=2)[CH2:22][CH2:14][CH2:13][CH2:12][CH2:11]1. The catalyst class is: 93. (4) The catalyst class is: 7. Reactant: [NH2:1][C:2]1[S:3][C:4]([C:9]([O:11][CH2:12][CH3:13])=[O:10])=[C:5]([CH:7]=O)[N:6]=1.[NH3:14].II. Product: [NH2:1][C:2]1[S:3][C:4]([C:9]([O:11][CH2:12][CH3:13])=[O:10])=[C:5]([C:7]#[N:14])[N:6]=1. (5) Reactant: [C:1]([C:4]1[CH:14]=[CH:13][C:12]2[CH:11]3[CH2:15][CH:7]([CH2:8][N:9]([C:16](=[O:21])C(F)(F)F)[CH2:10]3)[C:6]=2[CH:5]=1)(=[O:3])[CH3:2].[NH4+].[OH-].[C:24]([O:28]C(OC([O:28][C:24]([CH3:27])([CH3:26])[CH3:25])=O)=O)([CH3:27])([CH3:26])[CH3:25].O. Product: [C:24]([O:28][C:16]([N:9]1[CH2:8][CH:7]2[CH2:15][CH:11]([C:12]3[CH:13]=[CH:14][C:4]([C:1](=[O:3])[CH3:2])=[CH:5][C:6]=32)[CH2:10]1)=[O:21])([CH3:27])([CH3:26])[CH3:25]. The catalyst class is: 5.